From a dataset of Reaction yield outcomes from USPTO patents with 853,638 reactions. Predict the reaction yield, written as a fraction of the theoretical maximum amount of product (1.0 means a 100% yield; for example, 0.34 means a 34% yield). The reactants are [C:1]([NH:4][C@H:5]([CH2:9][O:10][CH3:11])[C:6]([OH:8])=O)(=[O:3])[CH3:2].ClC(OCC(C)C)=O.CN1CCOCC1.[CH2:27]([NH2:34])[C:28]1[CH:33]=[CH:32][CH:31]=[CH:30][CH:29]=1. The catalyst is O1CCCC1.C(OCC)(=O)C. The product is [C:1]([NH:4][C@H:5]([CH2:9][O:10][CH3:11])[C:6]([NH:34][CH2:27][C:28]1[CH:33]=[CH:32][CH:31]=[CH:30][CH:29]=1)=[O:8])(=[O:3])[CH3:2]. The yield is 0.185.